Dataset: Forward reaction prediction with 1.9M reactions from USPTO patents (1976-2016). Task: Predict the product of the given reaction. (1) The product is: [O:20]1[C@H:15]2[C@@H:14]3[C@H:19]([CH2:18][CH2:17][CH2:16]2)[N:10]([C:8]([O:7][CH3:6])=[O:9])[CH2:11][CH2:12][N:13]3[S:1]1(=[O:3])=[O:2]. Given the reactants [S:1](Cl)(Cl)(=[O:3])=[O:2].[CH3:6][O:7][C:8]([N:10]1[C@@H:19]2[C@@H:14]([C@H:15]([OH:20])[CH2:16][CH2:17][CH2:18]2)[NH:13][CH2:12][CH2:11]1)=[O:9].C(N(CC)CC)C, predict the reaction product. (2) Given the reactants Cl[C:2]1[CH:3]=[C:4]([F:25])[C:5]2[N:6]([C:8]([CH2:11][O:12][C:13]3[C:22]4[C:17](=[CH:18][C:19]([O:23][CH3:24])=[CH:20][CH:21]=4)[N:16]=[CH:15][CH:14]=3)=[N:9][N:10]=2)[CH:7]=1.CC(C1C=C(C(C)C)C(C2C=CC=CC=2P(C2CCCCC2)C2CCCCC2)=C(C(C)C)C=1)C.[CH3:60][C:61]1[CH:65]=[C:64]([Sn](C)(C)C)[S:63][N:62]=1, predict the reaction product. The product is: [F:25][C:4]1[C:5]2[N:6]([C:8]([CH2:11][O:12][C:13]3[C:22]4[C:17](=[CH:18][C:19]([O:23][CH3:24])=[CH:20][CH:21]=4)[N:16]=[CH:15][CH:14]=3)=[N:9][N:10]=2)[CH:7]=[C:2]([C:64]2[S:63][N:62]=[C:61]([CH3:60])[CH:65]=2)[CH:3]=1. (3) Given the reactants [O:1]1[C:5]2([CH2:10][CH2:9][CH:8]([OH:11])[CH2:7][CH2:6]2)[O:4][CH2:3][CH2:2]1.[H-].[Na+].[CH2:14](Br)[C:15]1[CH:20]=[CH:19][CH:18]=[CH:17][CH:16]=1, predict the reaction product. The product is: [CH2:14]([O:11][CH:8]1[CH2:9][CH2:10][C:5]2([O:4][CH2:3][CH2:2][O:1]2)[CH2:6][CH2:7]1)[C:15]1[CH:20]=[CH:19][CH:18]=[CH:17][CH:16]=1.